This data is from Peptide-MHC class I binding affinity with 185,985 pairs from IEDB/IMGT. The task is: Regression. Given a peptide amino acid sequence and an MHC pseudo amino acid sequence, predict their binding affinity value. This is MHC class I binding data. (1) The peptide sequence is RANNNRLPK. The MHC is HLA-A02:03 with pseudo-sequence HLA-A02:03. The binding affinity (normalized) is 0.0847. (2) The peptide sequence is GIHLNPNKTK. The MHC is Patr-A0301 with pseudo-sequence Patr-A0301. The binding affinity (normalized) is 0.111. (3) The peptide sequence is KGFFRVFKK. The MHC is HLA-B57:01 with pseudo-sequence HLA-B57:01. The binding affinity (normalized) is 0.0847. (4) The peptide sequence is EELRSLYNTI. The MHC is HLA-A26:02 with pseudo-sequence HLA-A26:02. The binding affinity (normalized) is 0.0847. (5) The peptide sequence is ITAHLVNSL. The MHC is HLA-A30:01 with pseudo-sequence HLA-A30:01. The binding affinity (normalized) is 0.197.